This data is from Reaction yield outcomes from USPTO patents with 853,638 reactions. The task is: Predict the reaction yield, written as a fraction of the theoretical maximum amount of product (1.0 means a 100% yield; for example, 0.34 means a 34% yield). (1) The catalyst is CN(C)C=O. The reactants are [OH:1][C:2]1[CH:11]=[C:10]2[C:5]([C:6]([S:12][CH3:13])=[N:7][CH:8]=[N:9]2)=[CH:4][CH:3]=1.[H-].[Na+].[C:16]([N:19]1[CH2:24][CH2:23][N:22]([C:25](=[O:30])[CH2:26][CH2:27][CH2:28]Cl)[CH2:21][CH2:20]1)(=[O:18])[CH3:17].[Cl-].[NH4+]. The product is [C:16]([N:19]1[CH2:24][CH2:23][N:22]([C:25](=[O:30])[CH2:26][CH2:27][CH2:28][O:1][C:2]2[CH:11]=[C:10]3[C:5]([C:6]([S:12][CH3:13])=[N:7][CH:8]=[N:9]3)=[CH:4][CH:3]=2)[CH2:21][CH2:20]1)(=[O:18])[CH3:17]. The yield is 0.330. (2) The reactants are [Li+].[CH3:2][O-:3].[CH3:4][C:5]1[O:9][C:8]([C:10]2[CH:15]=[CH:14][CH:13]=[CH:12][CH:11]=2)=[N:7][C:6]=1[CH2:16][CH2:17][O:18][C:19]1[C:27]2[CH:26]=[CH:25][S:24][C:23]=2[C:22](C=O)=[CH:21][CH:20]=1.CN([CH:33]=[O:34])C. No catalyst specified. The product is [CH3:2][O:3][C:33](=[O:34])/[C:8](/[O:9][CH3:5])=[CH:10]/[C:22]1[C:23]2[S:24][CH:25]=[CH:26][C:27]=2[C:19]([O:18][CH2:17][CH2:16][C:6]2[N:7]=[C:8]([C:10]3[CH:11]=[CH:12][CH:13]=[CH:14][CH:15]=3)[O:9][C:5]=2[CH3:4])=[CH:20][CH:21]=1. The yield is 0.760. (3) The reactants are [Br:1][C:2]1[CH:3]=[C:4](I)[C:5]([NH:8][C:9](=[O:11])[CH3:10])=[N:6][CH:7]=1.C(N(CC)CC)C.[CH3:20][Si:21]([C:24]#[CH:25])([CH3:23])[CH3:22]. The catalyst is ClCCl.Cl[Pd-2](Cl)(P(C1C=CC=CC=1)(C1C=CC=CC=1)C1C=CC=CC=1)P(C1C=CC=CC=1)(C1C=CC=CC=1)C1C=CC=CC=1.[Cu]I. The product is [Br:1][C:2]1[CH:3]=[C:4]([C:25]#[C:24][Si:21]([CH3:23])([CH3:22])[CH3:20])[C:5]([NH:8][C:9](=[O:11])[CH3:10])=[N:6][CH:7]=1. The yield is 0.810. (4) The reactants are [CH2:1]1[O:5][C:4]2[CH:6]=[C:7]([OH:10])[CH:8]=[CH:9][C:3]=2[O:2]1.[C:11]([O-])(=[O:13])[CH3:12].[Na+]. The catalyst is C(OC(=O)C)(=O)C. The product is [OH:10][C:7]1[C:8]([C:11](=[O:13])[CH3:12])=[CH:9][C:3]2[O:2][CH2:1][O:5][C:4]=2[CH:6]=1. The yield is 0.820. (5) The reactants are C(N[CH:5]([CH3:7])[CH3:6])(C)C.Br[CH:9]([CH2:15][CH3:16])[C:10]([O:12][CH2:13][CH3:14])=[O:11].[Cl-].[NH4+].CCCCCC.[C:25]([O:28][CH2:29][CH3:30])(=[O:27])C. The catalyst is O1CCCC1.[Cu]I. The product is [CH2:29]([O:28][C:25](=[O:27])/[C:7](/[CH2:5][CH3:6])=[C:9](/[CH2:15][CH3:16])\[C:10]([O:12][CH2:13][CH3:14])=[O:11])[CH3:30]. The yield is 0.630. (6) The reactants are [Br:1][C:2]1[CH:3]=[C:4]([CH:9]([C:11]2([C:17]3[CH:22]=[CH:21][CH:20]=[C:19]([O:23][CH3:24])[CH:18]=3)SCCCS2)[OH:10])[CH:5]=[CH:6][C:7]=1[F:8].C([OH:29])(C)(C)C.CC(OI1(OC(C)=O)(OC(C)=O)OC(=O)C2C=CC=CC1=2)=O.S([O-])([O-])(=O)=S.[Na+].[Na+]. The catalyst is ClCCl. The product is [Br:1][C:2]1[CH:3]=[C:4]([C:9](=[O:10])[C:11]([C:17]2[CH:22]=[CH:21][CH:20]=[C:19]([O:23][CH3:24])[CH:18]=2)=[O:29])[CH:5]=[CH:6][C:7]=1[F:8]. The yield is 0.710. (7) The reactants are [Br:1][C:2]1[CH:7]=[CH:6][C:5]([S:8](Cl)(=[O:10])=[O:9])=[CH:4][CH:3]=1.[NH:12]1[CH2:17][CH2:16][CH:15]([CH2:18][CH2:19][OH:20])[CH2:14][CH2:13]1. The catalyst is C(Cl)Cl. The product is [Br:1][C:2]1[CH:7]=[CH:6][C:5]([S:8]([N:12]2[CH2:17][CH2:16][CH:15]([CH2:18][CH2:19][OH:20])[CH2:14][CH2:13]2)(=[O:10])=[O:9])=[CH:4][CH:3]=1. The yield is 0.980. (8) The product is [Br:1][C:2]1[CH:3]=[C:4]2[C:9](=[CH:10][CH:11]=1)[N:8]=[CH:7][C:6]([S:12]([CH3:15])(=[O:14])=[O:13])=[C:5]2[NH:26][CH:23]1[CH2:22][CH2:21][CH:20]([N:19]([CH2:27][CH3:28])[CH2:17][CH3:18])[CH2:25][CH2:24]1. The yield is 0.870. No catalyst specified. The reactants are [Br:1][C:2]1[CH:3]=[C:4]2[C:9](=[CH:10][CH:11]=1)[N:8]=[CH:7][C:6]([S:12]([CH3:15])(=[O:14])=[O:13])=[C:5]2Cl.[CH2:17]([N:19]([CH2:27][CH3:28])[CH:20]1[CH2:25][CH2:24][CH:23]([NH2:26])[CH2:22][CH2:21]1)[CH3:18]. (9) The reactants are C[O:2][C:3](=[O:24])[C:4]1[CH:9]=[C:8]([C:10]2[S:11][CH:12]=[C:13]([C:15]3[CH:20]=[CH:19][C:18]([Cl:21])=[C:17]([Cl:22])[CH:16]=3)[N:14]=2)[CH:7]=[CH:6][C:5]=1Br.[Cl:25][C:26]1[CH:31]=[CH:30][CH:29]=[CH:28][C:27]=1B(O)O. No catalyst specified. The product is [Cl:25][C:26]1[CH:31]=[CH:30][CH:29]=[CH:28][C:27]=1[C:5]1[C:4]([C:3]([OH:2])=[O:24])=[CH:9][C:8]([C:10]2[S:11][CH:12]=[C:13]([C:15]3[CH:20]=[CH:19][C:18]([Cl:21])=[C:17]([Cl:22])[CH:16]=3)[N:14]=2)=[CH:7][CH:6]=1. The yield is 0.250. (10) The reactants are [CH2:1](Cl)CCl.[NH2:5][C:6]1[N:11]=[CH:10][C:9]([CH:12]=[CH:13][C:14]([OH:16])=O)=[CH:8][CH:7]=1.[NH:17]1[C:25]2[C:20](=[CH:21][CH:22]=[CH:23][CH:24]=2)[CH:19]=[CH:18]1.[CH:26]1[CH:27]=[CH:28][C:29]2N(O)N=N[C:30]=2[CH:31]=1.O.[CH:37]([N:40](C(C)C)[CH2:41]C)(C)C. The catalyst is CN(C=O)C. The product is [NH2:5][C:6]1[N:11]=[CH:10][C:9](/[CH:12]=[CH:13]/[C:14]([N:40]([CH2:41][C:19]2[C:20]3[C:25](=[CH:24][CH:23]=[CH:22][CH:21]=3)[N:17]([CH2:1][C:30]3[CH:29]=[CH:28][CH:27]=[CH:26][CH:31]=3)[CH:18]=2)[CH3:37])=[O:16])=[CH:8][CH:7]=1. The yield is 0.600.